Dataset: Peptide-MHC class II binding affinity with 134,281 pairs from IEDB. Task: Regression. Given a peptide amino acid sequence and an MHC pseudo amino acid sequence, predict their binding affinity value. This is MHC class II binding data. The peptide sequence is INEPHAAAIAYGLDR. The MHC is HLA-DQA10401-DQB10402 with pseudo-sequence HLA-DQA10401-DQB10402. The binding affinity (normalized) is 0.650.